From a dataset of Reaction yield outcomes from USPTO patents with 853,638 reactions. Predict the reaction yield, written as a fraction of the theoretical maximum amount of product (1.0 means a 100% yield; for example, 0.34 means a 34% yield). (1) The reactants are [N:1]1([C:8]2[CH:18]=[CH:17][C:11]([C:12]([O:14]CC)=O)=[CH:10][CH:9]=2)[CH2:7][CH2:6][CH2:5][NH:4][CH2:3][CH2:2]1.[CH3:19][O:20][C:21]1[CH:22]=[C:23]([CH2:29][CH2:30][C:31]2[CH:32]=[C:33]([NH2:36])[NH:34][N:35]=2)[CH:24]=[C:25]([O:27][CH3:28])[CH:26]=1.C[Al](C)C. The catalyst is C1(C)C=CC=CC=1. The product is [N:1]1([C:8]2[CH:9]=[CH:10][C:11]([C:12]([NH:36][C:33]3[NH:34][N:35]=[C:31]([CH2:30][CH2:29][C:23]4[CH:24]=[C:25]([O:27][CH3:28])[CH:26]=[C:21]([O:20][CH3:19])[CH:22]=4)[CH:32]=3)=[O:14])=[CH:17][CH:18]=2)[CH2:7][CH2:6][CH2:5][NH:4][CH2:3][CH2:2]1. The yield is 0.0267. (2) The reactants are C([O:3][C:4](=[O:30])[C:5]([CH3:29])([CH3:28])[CH2:6][CH2:7][CH2:8][CH2:9][C:10]1([CH2:16][CH2:17][CH2:18][CH2:19][C:20]([C:23]([O:25]CC)=[O:24])([CH3:22])[CH3:21])[S:15][CH2:14][CH2:13][CH2:12][S:11]1)C.[OH-].[K+].Cl. The catalyst is C(O)C.O. The product is [C:23]([C:20]([CH3:22])([CH3:21])[CH2:19][CH2:18][CH2:17][CH2:16][C:10]1([CH2:9][CH2:8][CH2:7][CH2:6][C:5]([CH3:29])([CH3:28])[C:4]([OH:30])=[O:3])[S:15][CH2:14][CH2:13][CH2:12][S:11]1)([OH:25])=[O:24]. The yield is 0.950. (3) The yield is 0.420. The catalyst is C1(C)C=CC=CC=1.C1C=CC(/C=C/C(/C=C/C2C=CC=CC=2)=O)=CC=1.C1C=CC(/C=C/C(/C=C/C2C=CC=CC=2)=O)=CC=1.C1C=CC(/C=C/C(/C=C/C2C=CC=CC=2)=O)=CC=1.[Pd].[Pd].O. The reactants are [CH:1]([OH:4])([CH3:3])[CH3:2].[H-].[Na+].[CH2:7]([N:14]1[CH2:20][C:19]2[N:21]=[CH:22][C:23](Cl)=[N:24][C:18]=2[O:17][CH2:16][CH2:15]1)[C:8]1[CH:13]=[CH:12][CH:11]=[CH:10][CH:9]=1.C1C=CC(P(C2C(C3C(P(C4C=CC=CC=4)C4C=CC=CC=4)=CC=C4C=3C=CC=C4)=C3C(C=CC=C3)=CC=2)C2C=CC=CC=2)=CC=1. The product is [CH2:7]([N:14]1[CH2:20][C:19]2[N:21]=[CH:22][C:23]([O:4][CH:1]([CH3:3])[CH3:2])=[N:24][C:18]=2[O:17][CH2:16][CH2:15]1)[C:8]1[CH:9]=[CH:10][CH:11]=[CH:12][CH:13]=1. (4) The reactants are [Si:1]([O:8][CH2:9][C@@H:10]1[CH2:14][C:13]([CH3:15])=[CH:12][N:11]1[C:16]([C:18]1[CH:23]=[C:22]([O:24][CH3:25])[C:21]([O:26][Si:27]([CH:34]([CH3:36])[CH3:35])([CH:31]([CH3:33])[CH3:32])[CH:28]([CH3:30])[CH3:29])=[CH:20][C:19]=1[N+:37]([O-])=O)=[O:17])([C:4]([CH3:7])([CH3:6])[CH3:5])([CH3:3])[CH3:2]. The catalyst is C(O)=O.C(O)C.[Zn]. The product is [NH2:37][C:19]1[CH:20]=[C:21]([O:26][Si:27]([CH:28]([CH3:29])[CH3:30])([CH:34]([CH3:36])[CH3:35])[CH:31]([CH3:33])[CH3:32])[C:22]([O:24][CH3:25])=[CH:23][C:18]=1[C:16]([N:11]1[CH:12]=[C:13]([CH3:15])[CH2:14][C@H:10]1[CH2:9][O:8][Si:1]([C:4]([CH3:7])([CH3:6])[CH3:5])([CH3:2])[CH3:3])=[O:17]. The yield is 0.800. (5) The product is [S:11]1[C:15]2[CH:16]=[CH:17][CH:18]=[CH:19][C:14]=2[N:13]=[C:12]1[O:20][CH2:21][CH:22]1[CH2:27][CH2:26][CH2:25][N:24]([C:28]2[CH:35]=[CH:34][CH:33]=[CH:32][C:29]=2[C:30]([OH:6])=[O:31])[CH2:23]1. The reactants are Cl([O-])=O.[Na+].P([O-])(O)(O)=[O:6].[Na+].[S:11]1[C:15]2[CH:16]=[CH:17][CH:18]=[CH:19][C:14]=2[N:13]=[C:12]1[O:20][CH2:21][CH:22]1[CH2:27][CH2:26][CH2:25][N:24]([C:28]2[CH:35]=[CH:34][CH:33]=[CH:32][C:29]=2[CH:30]=[O:31])[CH2:23]1.CC(=CC)C.Cl. The yield is 0.710. The catalyst is C(O)(C)(C)C. (6) The reactants are [C:1]([SiH2:5][O:6][C:7]([CH3:17])([CH3:16])[C:8]1[CH:9]=[CH:10][C:11]([F:15])=[C:12]([OH:14])[CH:13]=1)([CH3:4])([CH3:3])[CH3:2].N1C=CN=C1.[C:23]([Si:27](Cl)([CH3:29])[CH3:28])([CH3:26])([CH3:25])[CH3:24]. The catalyst is CN(C=O)C. The product is [C:23]([Si:27]([CH3:29])([CH3:28])[O:14][C:12]1[CH:13]=[C:8]([C:7]([CH3:17])([CH3:16])[O:6][SiH2:5][C:1]([CH3:4])([CH3:2])[CH3:3])[CH:9]=[CH:10][C:11]=1[F:15])([CH3:26])([CH3:25])[CH3:24]. The yield is 0.680. (7) The reactants are [NH2:1][CH2:2][C:3]1([C:6]([O:8][CH2:9][CH3:10])=[O:7])[CH2:5][CH2:4]1.[C:11]1(=O)[CH2:15][CH2:14][CH2:13][CH2:12]1.[C:17](O[BH-](OC(=O)C)OC(=O)C)(=O)C.[Na+].C(O)(=O)C. The catalyst is O1CCCC1. The product is [CH:11]1([NH:1][CH2:2][C:3]2([C:6]([O:8][CH2:9][CH3:10])=[O:7])[CH2:5][CH2:4][CH2:17]2)[CH2:15][CH2:14][CH2:13][CH2:12]1. The yield is 0.770. (8) The reactants are CS([C:4]1[N:9]=[C:8]2[N:10]([CH3:36])[C:11](=[O:35])[N:12]([C:15]3[CH:16]=[C:17]([NH:22][C:23](=[O:34])[C:24]4[CH:29]=[CH:28][CH:27]=[C:26]([C:30]([F:33])([F:32])[F:31])[CH:25]=4)[CH:18]=[CH:19][C:20]=3[CH3:21])[C:13](=[O:14])[C:7]2=[CH:6][N:5]=1)=O.[CH3:37][NH2:38]. The catalyst is C1COCC1. The product is [CH3:21][C:20]1[CH:19]=[CH:18][C:17]([NH:22][C:23](=[O:34])[C:24]2[CH:29]=[CH:28][CH:27]=[C:26]([C:30]([F:32])([F:31])[F:33])[CH:25]=2)=[CH:16][C:15]=1[N:12]1[C:13](=[O:14])[C:7]2[C:8](=[N:9][C:4]([NH:38][CH3:37])=[N:5][CH:6]=2)[N:10]([CH3:36])[C:11]1=[O:35]. The yield is 0.710. (9) The reactants are C1(C)C=CC(C([C@@](C(O)=O)(O)[C@@](C(C2C=CC(C)=CC=2)=O)(O)C(O)=O)=O)=CC=1.[CH:29]([N:32]([CH2:36][CH2:37][C@@H:38]([C:45]1[CH:50]=[C:49]([Br:51])[CH:48]=[CH:47][C:46]=1[O:52][CH2:53][C:54]1[CH:59]=[CH:58][CH:57]=[CH:56][CH:55]=1)[C:39]1[CH:44]=[CH:43][CH:42]=[CH:41][CH:40]=1)[CH:33]([CH3:35])[CH3:34])([CH3:31])[CH3:30]. The catalyst is O.[OH-].[Na+]. The product is [CH:29]([N:32]([CH2:36][CH2:37][C@@H:38]([C:45]1[CH:50]=[C:49]([Br:51])[CH:48]=[CH:47][C:46]=1[O:52][CH2:53][C:54]1[CH:55]=[CH:56][CH:57]=[CH:58][CH:59]=1)[C:39]1[CH:44]=[CH:43][CH:42]=[CH:41][CH:40]=1)[CH:33]([CH3:35])[CH3:34])([CH3:30])[CH3:31]. The yield is 0.750.